From a dataset of Full USPTO retrosynthesis dataset with 1.9M reactions from patents (1976-2016). Predict the reactants needed to synthesize the given product. (1) Given the product [CH3:31][N:30]([CH2:29][C:28]1[CH:27]=[CH:26][C:25]([C:24]([F:23])([F:34])[F:35])=[CH:33][CH:32]=1)[CH2:6][CH2:7][N:8]1[CH:12]=[C:11]([C:13]2[CH:18]=[C:17]([C:19]([OH:21])=[O:20])[CH:16]=[CH:15][N:14]=2)[N:10]=[CH:9]1, predict the reactants needed to synthesize it. The reactants are: CS(O[CH2:6][CH2:7][N:8]1[CH:12]=[C:11]([C:13]2[CH:18]=[C:17]([C:19]([O:21]C)=[O:20])[CH:16]=[CH:15][N:14]=2)[N:10]=[CH:9]1)(=O)=O.[F:23][C:24]([F:35])([F:34])[C:25]1[CH:33]=[CH:32][C:28]([CH2:29][NH:30][CH3:31])=[CH:27][CH:26]=1. (2) Given the product [CH2:1]([O:3][C:4](=[O:33])[CH2:5][C:6]1[CH:11]=[CH:10][CH:9]=[C:8]([O:12][C:13]2[CH:18]=[CH:17][C:16]([N+:19]([O-:21])=[O:20])=[CH:15][C:14]=2[CH2:22][N:23]([C:35]([O:37][CH3:38])=[O:36])[C@@H:24]([CH3:32])[CH2:25][C:26]2[CH:31]=[CH:30][CH:29]=[CH:28][CH:27]=2)[CH:7]=1)[CH3:2], predict the reactants needed to synthesize it. The reactants are: [CH2:1]([O:3][C:4](=[O:33])[CH2:5][C:6]1[CH:11]=[CH:10][CH:9]=[C:8]([O:12][C:13]2[CH:18]=[CH:17][C:16]([N+:19]([O-:21])=[O:20])=[CH:15][C:14]=2[CH2:22][NH:23][C@@H:24]([CH3:32])[CH2:25][C:26]2[CH:31]=[CH:30][CH:29]=[CH:28][CH:27]=2)[CH:7]=1)[CH3:2].Cl[C:35]([O:37][CH3:38])=[O:36]. (3) Given the product [Cl:3][C:4]1[CH:5]=[C:6]2[C:10](=[CH:11][CH:12]=1)[N:9]([CH3:21])[C:8]([C:13]1[CH:18]=[CH:17][C:16]([Cl:19])=[CH:15][CH:14]=1)=[CH:7]2, predict the reactants needed to synthesize it. The reactants are: [H-].[Na+].[Cl:3][C:4]1[CH:5]=[C:6]2[C:10](=[CH:11][CH:12]=1)[NH:9][C:8]([C:13]1[CH:18]=[CH:17][C:16]([Cl:19])=[CH:15][CH:14]=1)=[CH:7]2.I[CH3:21].[Cl-].[NH4+].